This data is from Forward reaction prediction with 1.9M reactions from USPTO patents (1976-2016). The task is: Predict the product of the given reaction. (1) Given the reactants [Cl:1][C:2]1[CH:7]=[CH:6][CH:5]=[CH:4][C:3]=1[OH:8].Cl[C:10]1[C:15]([C:16]([O:18][CH2:19][CH3:20])=[O:17])=[CH:14][N:13]=[C:12]([C:21]2[CH:26]=[C:25]([F:27])[C:24]([F:28])=[C:23]([F:29])[CH:22]=2)[N:11]=1.C(=O)([O-])[O-].[K+].[K+], predict the reaction product. The product is: [Cl:1][C:2]1[CH:7]=[CH:6][CH:5]=[CH:4][C:3]=1[O:8][C:14]1[C:15]([C:16]([O:18][CH2:19][CH3:20])=[O:17])=[CH:10][N:11]=[C:12]([C:21]2[CH:26]=[C:25]([F:27])[C:24]([F:28])=[C:23]([F:29])[CH:22]=2)[N:13]=1. (2) Given the reactants [N:1]1([CH2:7][C:8]2[CH:13]=[CH:12][C:11](B(O)O)=[CH:10][CH:9]=2)[CH2:6][CH2:5][CH2:4][CH2:3][CH2:2]1.[C:17]([N:20]1[C:29]2[C:24](=[CH:25][C:26](Br)=[CH:27][CH:28]=2)[C@H:23]([CH2:31][NH:32][C:33](=[O:38])[O:34][CH:35]([CH3:37])[CH3:36])[CH2:22][C@@H:21]1[CH3:39])(=[O:19])[CH3:18].C(=O)([O-])[O-].[K+].[K+].C(O)C, predict the reaction product. The product is: [CH:33]([OH:38])=[O:34].[C:17]([N:20]1[C:29]2[C:24](=[CH:25][C:26]([C:11]3[CH:12]=[CH:13][C:8]([CH2:7][N:1]4[CH2:6][CH2:5][CH2:4][CH2:3][CH2:2]4)=[CH:9][CH:10]=3)=[CH:27][CH:28]=2)[C@H:23]([CH2:31][NH:32][C:33](=[O:38])[O:34][CH:35]([CH3:36])[CH3:37])[CH2:22][C@@H:21]1[CH3:39])(=[O:19])[CH3:18].